From a dataset of Full USPTO retrosynthesis dataset with 1.9M reactions from patents (1976-2016). Predict the reactants needed to synthesize the given product. (1) Given the product [Br:1][C:2]1[CH:3]=[C:4]2[C:8](=[CH:9][CH:10]=1)[C@@H:7]([NH:11][C:27](=[N:26][C:25]1[C:20]([Cl:19])=[N:21][C:22]([C:32](=[O:36])[CH:33]([CH3:34])[CH3:35])=[CH:23][C:24]=1[CH3:31])[CH2:28][CH3:29])[CH2:6][CH2:5]2, predict the reactants needed to synthesize it. The reactants are: [Br:1][C:2]1[CH:3]=[C:4]2[C:8](=[CH:9][CH:10]=1)[C@@H:7]([NH2:11])[CH2:6][CH2:5]2.C(N(CC)CC)C.[Cl:19][C:20]1[C:25]([N:26]=[C:27](Cl)[CH2:28][CH3:29])=[C:24]([CH3:31])[CH:23]=[C:22]([C:32](=[O:36])[CH:33]([CH3:35])[CH3:34])[N:21]=1. (2) Given the product [F:29][C:21]1[C:22]([C:23]2[CH:24]=[CH:25][N:26]=[CH:27][CH:28]=2)=[C:17]([F:16])[CH:18]=[CH:19][C:20]=1[C:2]1[CH:11]=[CH:10][N:9]=[C:8]2[C:3]=1[CH:4]=[CH:5][C:6]([C:12]([F:15])([F:14])[F:13])=[N:7]2, predict the reactants needed to synthesize it. The reactants are: Cl[C:2]1[CH:11]=[CH:10][N:9]=[C:8]2[C:3]=1[CH:4]=[CH:5][C:6]([C:12]([F:15])([F:14])[F:13])=[N:7]2.[F:16][C:17]1[C:22]([C:23]2[CH:28]=[CH:27][N:26]=[CH:25][CH:24]=2)=[C:21]([F:29])[CH:20]=[CH:19][C:18]=1B(O)O. (3) Given the product [Cl:1][C:2]1[N:3]=[N:4][C:5]([CH2:8][CH2:9][CH2:10][CH2:11][N:12]2[CH:16]=[N:15][CH:14]=[N:13]2)=[CH:6][CH:7]=1, predict the reactants needed to synthesize it. The reactants are: [Cl:1][C:2]1[N:3]=[N:4][C:5]([C:8]#[C:9][CH2:10][CH2:11][N:12]2[CH:16]=[N:15][CH:14]=[N:13]2)=[CH:6][CH:7]=1. (4) Given the product [OH:1][C@@H:2]1[CH2:7][CH2:6][CH2:5][CH2:4][C@H:3]1[NH:8][C:9]([C:11]1[CH:16]=[N:15][C:14]([O:32][C:27]2[CH:28]=[CH:29][CH:30]=[CH:31][C:26]=2[Cl:25])=[C:13]([C:18]2[CH:23]=[CH:22][C:21]([Cl:24])=[CH:20][CH:19]=2)[N:12]=1)=[O:10], predict the reactants needed to synthesize it. The reactants are: [OH:1][C@@H:2]1[CH2:7][CH2:6][CH2:5][CH2:4][C@H:3]1[NH:8][C:9]([C:11]1[CH:16]=[N:15][C:14](Br)=[C:13]([C:18]2[CH:23]=[CH:22][C:21]([Cl:24])=[CH:20][CH:19]=2)[N:12]=1)=[O:10].[Cl:25][C:26]1[CH:31]=[CH:30][CH:29]=[CH:28][C:27]=1[OH:32]. (5) Given the product [CH3:21][N:22]([CH3:24])[CH:23]=[C:9]([C:10]1[CH:15]=[CH:14][N:13]=[C:12]([S:16][CH3:17])[N:11]=1)[C:8]([C:5]1[CH:6]=[CH:7][C:2]([F:1])=[CH:3][CH:4]=1)=[O:18], predict the reactants needed to synthesize it. The reactants are: [F:1][C:2]1[CH:7]=[CH:6][C:5]([C:8](=[O:18])[CH2:9][C:10]2[CH:15]=[CH:14][N:13]=[C:12]([S:16][CH3:17])[N:11]=2)=[CH:4][CH:3]=1.CO[CH:21](OC)[N:22]([CH3:24])[CH3:23]. (6) Given the product [Br:1][C:2]1[CH:11]=[CH:10][CH:9]=[C:8]2[C:3]=1[CH:4]=[CH:5][NH:6][C:7]2=[O:20], predict the reactants needed to synthesize it. The reactants are: [Br:1][C:2]1[CH:11]=[CH:10][CH:9]=[C:8]2[C:3]=1[CH:4]=[CH:5][N:6]=[CH:7]2.C1C=C(Cl)C=C(C(OO)=[O:20])C=1.C(Cl)(Cl)Cl.